This data is from Full USPTO retrosynthesis dataset with 1.9M reactions from patents (1976-2016). The task is: Predict the reactants needed to synthesize the given product. (1) The reactants are: [CH3:1][O:2][C:3](=[O:36])[C:4]1[CH:9]=[C:8]([O:10][C:11]2[CH:16]=[CH:15][C:14]([N+:17]([O-])=O)=[C:13]([NH:20][CH2:21][CH2:22][CH2:23][CH3:24])[CH:12]=2)[CH:7]=[CH:6][C:5]=1[NH:25][S:26]([C:29]1[CH:34]=[CH:33][C:32]([CH3:35])=[CH:31][CH:30]=1)(=[O:28])=[O:27].[H][H]. Given the product [CH3:1][O:2][C:3](=[O:36])[C:4]1[CH:9]=[C:8]([O:10][C:11]2[CH:16]=[CH:15][C:14]([NH2:17])=[C:13]([NH:20][CH2:21][CH2:22][CH2:23][CH3:24])[CH:12]=2)[CH:7]=[CH:6][C:5]=1[NH:25][S:26]([C:29]1[CH:30]=[CH:31][C:32]([CH3:35])=[CH:33][CH:34]=1)(=[O:28])=[O:27], predict the reactants needed to synthesize it. (2) The reactants are: [Cl:1][C:2]1[CH:7]=[CH:6][C:5](N)=[CH:4][N:3]=1.C[Si]([N-:13][Si](C)(C)C)(C)C.[Na+].[C:19](O[C:19]([O:21][C:22]([CH3:25])([CH3:24])[CH3:23])=[O:20])([O:21][C:22]([CH3:25])([CH3:24])[CH3:23])=[O:20]. Given the product [C:22]([O:21][C:19](=[O:20])[NH:13][C:4]1[CH:5]=[CH:6][CH:7]=[C:2]([Cl:1])[N:3]=1)([CH3:25])([CH3:24])[CH3:23], predict the reactants needed to synthesize it. (3) The reactants are: [Br:1][C:2]1[CH:3]=[C:4]2[C:9](=[N:10][C:11]=1[CH:12]([O:15][CH3:16])[O:13][CH3:14])[NH:8][CH2:7][CH2:6][CH2:5]2.[C:17]1([O:23][C:24](=O)[O:25]C2C=CC=CC=2)[CH:22]=[CH:21][CH:20]=[CH:19][CH:18]=1.[Li+].C[Si]([N-][Si](C)(C)C)(C)C. Given the product [Br:1][C:2]1[CH:3]=[C:4]2[C:9](=[N:10][C:11]=1[CH:12]([O:13][CH3:14])[O:15][CH3:16])[N:8]([C:24]([O:23][C:17]1[CH:22]=[CH:21][CH:20]=[CH:19][CH:18]=1)=[O:25])[CH2:7][CH2:6][CH2:5]2, predict the reactants needed to synthesize it. (4) Given the product [CH3:11][O:12][C:13](=[O:29])[C@@H:14]([NH:28][C:8]([C:4]1[CH:3]=[C:2]([Cl:1])[CH:7]=[CH:6][N:5]=1)=[O:10])[CH2:15][C:16]1[CH:21]=[CH:20][C:19]([C:22]2[CH:27]=[CH:26][CH:25]=[CH:24][CH:23]=2)=[CH:18][CH:17]=1, predict the reactants needed to synthesize it. The reactants are: [Cl:1][C:2]1[CH:7]=[CH:6][N:5]=[C:4]([C:8]([OH:10])=O)[CH:3]=1.[CH3:11][O:12][C:13](=[O:29])[C@@H:14]([NH2:28])[CH2:15][C:16]1[CH:21]=[CH:20][C:19]([C:22]2[CH:27]=[CH:26][CH:25]=[CH:24][CH:23]=2)=[CH:18][CH:17]=1. (5) Given the product [Si:1]([O:8][C@H:9]1[CH2:18][C:17]2([CH2:21][CH2:20][CH2:19]2)[CH2:16][C:15]2[N:14]=[C:13]([CH:22]([CH3:23])[CH3:24])[C:12]([C@H:25]([C:29]3[CH:34]=[CH:33][C:32]([C:35]([F:38])([F:37])[F:36])=[CH:31][N:30]=3)[OH:26])=[C:11]([I:27])[C:10]1=2)([C:4]([CH3:5])([CH3:6])[CH3:7])([CH3:3])[CH3:2], predict the reactants needed to synthesize it. The reactants are: [Si:1]([O:8][C@H:9]1[CH2:18][C:17]2([CH2:21][CH2:20][CH2:19]2)[CH2:16][C:15]2[N:14]=[C:13]([CH:22]([CH3:24])[CH3:23])[C:12]([CH:25]=[O:26])=[C:11]([I:27])[C:10]1=2)([C:4]([CH3:7])([CH3:6])[CH3:5])([CH3:3])[CH3:2].Br[C:29]1[CH:34]=[CH:33][C:32]([C:35]([F:38])([F:37])[F:36])=[CH:31][N:30]=1.